This data is from Full USPTO retrosynthesis dataset with 1.9M reactions from patents (1976-2016). The task is: Predict the reactants needed to synthesize the given product. (1) Given the product [C:1]([O:5][CH2:6][CH2:7][O:8][C:9]1[CH:10]=[C:11]([CH3:25])[C:12]([C:16]2[CH:17]=[CH:18][C:19]([C:22](=[O:24])[CH3:23])=[CH:20][CH:21]=2)=[C:13]([CH3:15])[CH:14]=1)(=[O:3])[CH3:2], predict the reactants needed to synthesize it. The reactants are: [C:1](Cl)(=[O:3])[CH3:2].[OH:5][CH2:6][CH2:7][O:8][C:9]1[CH:14]=[C:13]([CH3:15])[C:12]([C:16]2[CH:21]=[CH:20][C:19]([C:22](=[O:24])[CH3:23])=[CH:18][CH:17]=2)=[C:11]([CH3:25])[CH:10]=1.C(N(CC)CC)C.O. (2) Given the product [F:30][C:27]1[CH:26]=[CH:25][C:24]([C@H:20]2[N:17]3[C:18](=[O:19])/[C:12](=[CH:36]/[C:35]4[CH:38]=[CH:39][C:40]([N:41]5[CH:45]=[C:44]([CH3:46])[N:43]=[CH:42]5)=[C:33]([O:32][CH3:31])[CH:34]=4)/[CH2:13][CH2:14][CH2:15][C@H:16]3[CH2:23][CH2:22][CH2:21]2)=[CH:29][CH:28]=1, predict the reactants needed to synthesize it. The reactants are: O.[OH-].[Li+].C(OP([CH:12]1[C:18](=[O:19])[N:17]2[C@@H:20]([C:24]3[CH:29]=[CH:28][C:27]([F:30])=[CH:26][CH:25]=3)[CH2:21][CH2:22][CH2:23][C@H:16]2[CH2:15][CH2:14][CH2:13]1)(=O)OCC)C.[CH3:31][O:32][C:33]1[CH:34]=[C:35]([CH:38]=[CH:39][C:40]=1[N:41]1[CH:45]=[C:44]([CH3:46])[N:43]=[CH:42]1)[CH:36]=O.C(OCC)(=O)C.